From a dataset of Full USPTO retrosynthesis dataset with 1.9M reactions from patents (1976-2016). Predict the reactants needed to synthesize the given product. Given the product [BrH:1].[Br:1][CH2:14][C:13]([C:6]1[C:7]2[C:12](=[CH:11][CH:10]=[CH:9][CH:8]=2)[N:3]=[CH:4][CH:5]=1)=[O:15], predict the reactants needed to synthesize it. The reactants are: [Br:1]Br.[N:3]1[C:12]2[C:7](=[CH:8][CH:9]=[CH:10][CH:11]=2)[C:6]([C:13](=[O:15])[CH3:14])=[CH:5][CH:4]=1.